From a dataset of Reaction yield outcomes from USPTO patents with 853,638 reactions. Predict the reaction yield, written as a fraction of the theoretical maximum amount of product (1.0 means a 100% yield; for example, 0.34 means a 34% yield). (1) The reactants are [F:1][C:2]1[CH:7]=[CH:6][C:5]([C:8]([C:10]2[CH:15]=[CH:14][C:13]([OH:16])=[CH:12][CH:11]=2)=O)=[CH:4][CH:3]=1.[CH3:17][C:18]1([CH3:27])[CH2:23][C:22]([CH3:25])([CH3:24])[CH2:21][C:20](=O)[CH2:19]1. The catalyst is C1COCC1.[Zn].Cl[Ti](Cl)(Cl)Cl. The product is [F:1][C:2]1[CH:7]=[CH:6][C:5]([C:8](=[C:20]2[CH2:21][C:22]([CH3:25])([CH3:24])[CH2:23][C:18]([CH3:27])([CH3:17])[CH2:19]2)[C:10]2[CH:15]=[CH:14][C:13]([OH:16])=[CH:12][CH:11]=2)=[CH:4][CH:3]=1. The yield is 0.800. (2) The reactants are [C:1]1(C(O)=O)[C:11]2=[C:12]3[C:7](=[CH:8][CH:9]=[CH:10]2)[CH2:6][CH2:5][CH2:4][N:3]3[CH:2]=1.N1C2C(=CC=CC=2)C=CC=1. The catalyst is ClCCl.[Cr]([O-])([O-])=O.[Cu+2]. The product is [CH:1]1[C:11]2=[C:12]3[C:7](=[CH:8][CH:9]=[CH:10]2)[CH2:6][CH2:5][CH2:4][N:3]3[CH:2]=1. The yield is 0.720. (3) The reactants are [F:1][C:2]1[CH:3]=[C:4]([C@H:9]2[CH2:13][CH2:12][CH2:11][N:10]2[C:14]2[CH:19]=[CH:18][N:17]3[N:20]=[CH:21][C:22]([C:23]([O:25][CH3:26])=[O:24])=[C:16]3[N:15]=2)[C:5]([OH:8])=[N:6][CH:7]=1.[F:27][C:28]([F:47])([F:46])[S:29](N(C1C=CC=CC=1)[S:29]([C:28]([F:47])([F:46])[F:27])(=[O:31])=[O:30])(=[O:31])=[O:30].C(N(CC)CC)C. The catalyst is CN(C=O)C. The product is [F:1][C:2]1[CH:3]=[C:4]([C@H:9]2[CH2:13][CH2:12][CH2:11][N:10]2[C:14]2[CH:19]=[CH:18][N:17]3[N:20]=[CH:21][C:22]([C:23]([O:25][CH3:26])=[O:24])=[C:16]3[N:15]=2)[C:5]([O:8][S:29]([C:28]([F:47])([F:46])[F:27])(=[O:31])=[O:30])=[N:6][CH:7]=1. The yield is 0.746. (4) The reactants are [Cl:1][C:2]1[C:7]([NH:8][CH2:9][CH:10]2[CH2:12][CH:11]2[C:13]2[C:18]([O:19][CH3:20])=[CH:17][CH:16]=[CH:15][C:14]=2[F:21])=[CH:6][N:5]=[N:4][C:3]=1[NH:22][NH:23][C:24](=O)[CH2:25][C:26]([F:29])([F:28])[F:27].P(Cl)(Cl)(Cl)=O. The catalyst is C(#N)C. The product is [Cl:1][C:2]1[C:3]2[N:4]([C:24]([CH2:25][C:26]([F:29])([F:28])[F:27])=[N:23][N:22]=2)[N:5]=[CH:6][C:7]=1[NH:8][CH2:9][CH:10]1[CH2:12][CH:11]1[C:13]1[C:18]([O:19][CH3:20])=[CH:17][CH:16]=[CH:15][C:14]=1[F:21]. The yield is 0.00500. (5) The catalyst is C1COCC1. The reactants are Cl[CH2:2][CH2:3][NH:4][C:5]([NH:7][C:8]1[CH:13]=[CH:12][N:11]=[C:10]([Cl:14])[CH:9]=1)=[O:6].[H-].[Na+]. The yield is 0.920. The product is [Cl:14][C:10]1[CH:9]=[C:8]([N:7]2[CH2:2][CH2:3][NH:4][C:5]2=[O:6])[CH:13]=[CH:12][N:11]=1.